This data is from NCI-60 drug combinations with 297,098 pairs across 59 cell lines. The task is: Regression. Given two drug SMILES strings and cell line genomic features, predict the synergy score measuring deviation from expected non-interaction effect. (1) Drug 1: C1=CC(=CC=C1C#N)C(C2=CC=C(C=C2)C#N)N3C=NC=N3. Drug 2: C1C(C(OC1N2C=C(C(=O)NC2=O)F)CO)O. Cell line: NCI-H522. Synergy scores: CSS=5.50, Synergy_ZIP=-0.643, Synergy_Bliss=0.979, Synergy_Loewe=-9.43, Synergy_HSA=-1.01. (2) Drug 1: CC12CCC(CC1=CCC3C2CCC4(C3CC=C4C5=CN=CC=C5)C)O. Drug 2: CCC1=CC2CC(C3=C(CN(C2)C1)C4=CC=CC=C4N3)(C5=C(C=C6C(=C5)C78CCN9C7C(C=CC9)(C(C(C8N6C)(C(=O)OC)O)OC(=O)C)CC)OC)C(=O)OC.C(C(C(=O)O)O)(C(=O)O)O. Cell line: MCF7. Synergy scores: CSS=56.9, Synergy_ZIP=16.0, Synergy_Bliss=16.7, Synergy_Loewe=6.98, Synergy_HSA=17.9. (3) Cell line: UACC62. Synergy scores: CSS=14.7, Synergy_ZIP=-2.64, Synergy_Bliss=-1.70, Synergy_Loewe=-40.6, Synergy_HSA=-1.94. Drug 2: C1=NC2=C(N=C(N=C2N1C3C(C(C(O3)CO)O)F)Cl)N. Drug 1: CC1=CC2C(CCC3(C2CCC3(C(=O)C)OC(=O)C)C)C4(C1=CC(=O)CC4)C. (4) Drug 1: C1=CC(=C2C(=C1NCCNCCO)C(=O)C3=C(C=CC(=C3C2=O)O)O)NCCNCCO. Drug 2: C(CC(=O)O)C(=O)CN.Cl. Cell line: RPMI-8226. Synergy scores: CSS=48.1, Synergy_ZIP=-6.30, Synergy_Bliss=-6.90, Synergy_Loewe=-4.00, Synergy_HSA=-2.38.